This data is from Catalyst prediction with 721,799 reactions and 888 catalyst types from USPTO. The task is: Predict which catalyst facilitates the given reaction. (1) Reactant: Cl.[NH2:2][C:3]1[CH:8]=[CH:7][C:6]([O:9][CH3:10])=[CH:5][C:4]=1[OH:11].Cl[C:13]1[C:18]([N+:19]([O-:21])=[O:20])=[CH:17][C:16]([N+:22]([O-:24])=[O:23])=[CH:15][N:14]=1.C([O-])(=O)C.[Na+]. Product: [N+:22]([C:16]1[C:15]([NH:2][C:3]2[CH:8]=[CH:7][C:6]([O:9][CH3:10])=[CH:5][C:4]=2[OH:11])=[N:14][CH:13]=[C:18]([N+:19]([O-:21])=[O:20])[CH:17]=1)([O-:24])=[O:23]. The catalyst class is: 40. (2) Reactant: Br[C:2]1[C:3]2[N:4]([N:8]=[CH:9][C:10]=2[C:11]([O:13][CH3:14])=[O:12])[CH:5]=[CH:6][CH:7]=1.C1C=CC(P(C2C(C3C(P(C4C=CC=CC=4)C4C=CC=CC=4)=CC=C4C=3C=CC=C4)=C3C(C=CC=C3)=CC=2)C2C=CC=CC=2)=CC=1.C([O-])([O-])=O.[Cs+].[Cs+].[NH:67]1[CH2:72][CH2:71][O:70][CH2:69][CH2:68]1. Product: [O:70]1[CH2:71][CH2:72][N:67]([C:2]2[C:3]3[N:4]([N:8]=[CH:9][C:10]=3[C:11]([O:13][CH3:14])=[O:12])[CH:5]=[CH:6][CH:7]=2)[CH2:68][CH2:69]1. The catalyst class is: 718. (3) Reactant: Cl[C:2]1[N:11]=[C:10]([NH:12][CH2:13][C:14]2[CH:19]=[CH:18][C:17]([NH:20][C:21](=[O:29])[C:22]3[CH:27]=[CH:26][C:25]([CH3:28])=[N:24][CH:23]=3)=[CH:16][CH:15]=2)[C:9]2[C:4](=[CH:5][C:6]([CH3:30])=[CH:7][CH:8]=2)[N:3]=1.[CH3:31][NH2:32].Cl. Product: [CH3:28][C:25]1[CH:26]=[CH:27][C:22]([C:21]([NH:20][C:17]2[CH:18]=[CH:19][C:14]([CH2:13][NH:12][C:10]3[C:9]4[C:4](=[CH:5][C:6]([CH3:30])=[CH:7][CH:8]=4)[N:3]=[C:2]([NH:32][CH3:31])[N:11]=3)=[CH:15][CH:16]=2)=[O:29])=[CH:23][N:24]=1. The catalyst class is: 41.